Dataset: Full USPTO retrosynthesis dataset with 1.9M reactions from patents (1976-2016). Task: Predict the reactants needed to synthesize the given product. (1) Given the product [CH2:27]([C:23]1([CH2:22][O:21][CH2:20][CH2:19][CH2:18][CH2:17][CH2:16][CH2:15][C:5]2[S:1][C:2]3[CH:8]=[CH:7][S:6][C:3]=3[CH:4]=2)[CH2:24][O:25][CH2:26]1)[CH3:28], predict the reactants needed to synthesize it. The reactants are: [S:1]1[CH:5]=[CH:4][C:3]2[S:6][CH:7]=[CH:8][C:2]1=2.C([Li])CCC.Br[CH2:15][CH2:16][CH2:17][CH2:18][CH2:19][CH2:20][O:21][CH2:22][C:23]1([CH2:27][CH3:28])[CH2:26][O:25][CH2:24]1. (2) The reactants are: [CH3:1][C:2]([C:4]1[CH:9]=[CH:8][CH:7]=[CH:6][CH:5]=1)=[CH2:3].[C:10]([C:13]1[CH:18]=[CH:17][CH:16]=[CH:15][C:14]=1[CH3:19])([CH3:12])=[CH2:11].C1(C)C=CC=CC=1. Given the product [CH3:3][C:2]([C:4]1[CH:9]=[CH:8][CH:7]=[CH:6][CH:5]=1)=[CH2:1].[C:10]([C:13]1[CH:18]=[CH:17][CH:16]=[CH:15][C:14]=1[CH3:19])([CH3:12])=[CH2:11], predict the reactants needed to synthesize it. (3) Given the product [CH:1]1([CH2:5][N:6]2[C:10]([C:11]3[CH:12]=[CH:13][N:19]=[C:20]([NH2:22])[N:21]=3)=[CH:9][N:8]=[C:7]2[CH3:18])[CH2:2][CH2:3][CH2:4]1, predict the reactants needed to synthesize it. The reactants are: [CH:1]1([CH2:5][N:6]2[C:10]([C:11](=O)/[CH:12]=[CH:13]/N(C)C)=[CH:9][N:8]=[C:7]2[CH3:18])[CH2:4][CH2:3][CH2:2]1.[NH2:19][C:20]([NH2:22])=[NH:21]. (4) Given the product [CH2:23]([N:25]([CH2:26][C:27]1[CH:28]=[N:29][CH:30]=[CH:31][CH:32]=1)[C:20](=[O:21])[CH2:19][N:11]([S:8]([C:5]1[CH:4]=[CH:3][C:2]([CH3:1])=[CH:7][N:6]=1)(=[O:10])=[O:9])[C:12]1[CH:17]=[CH:16][C:15]([CH3:18])=[CH:14][CH:13]=1)[CH3:24], predict the reactants needed to synthesize it. The reactants are: [CH3:1][C:2]1[CH:3]=[CH:4][C:5]([S:8]([N:11]([CH2:19][C:20](O)=[O:21])[C:12]2[CH:17]=[CH:16][C:15]([CH3:18])=[CH:14][CH:13]=2)(=[O:10])=[O:9])=[N:6][CH:7]=1.[CH2:23]([NH:25][CH2:26][C:27]1[CH:28]=[N:29][CH:30]=[CH:31][CH:32]=1)[CH3:24]. (5) The reactants are: Br[C:2]1[CH:3]=[C:4]([C:8]2[C:17]3[C:12](=[CH:13][C:14]([O:23][CH3:24])=[C:15]4[O:20][C:19]([CH3:22])([CH3:21])[CH2:18][C:16]4=3)[CH2:11][C:10]([CH3:26])([CH3:25])[N:9]=2)[CH:5]=[CH:6][CH:7]=1.[CH2:27]([O:29][C:30](=[O:46])[C:31]1[CH:36]=[CH:35][C:34](B2OC(C)(C)C(C)(C)O2)=[CH:33][CH:32]=1)[CH3:28].C(=O)([O-])[O-].[Na+].[Na+]. Given the product [CH2:27]([O:29][C:30]([C:31]1[CH:36]=[CH:35][C:34]([C:2]2[CH:7]=[CH:6][CH:5]=[C:4]([C:8]3[C:17]4[C:12](=[CH:13][C:14]([O:23][CH3:24])=[C:15]5[O:20][C:19]([CH3:22])([CH3:21])[CH2:18][C:16]5=4)[CH2:11][C:10]([CH3:26])([CH3:25])[N:9]=3)[CH:3]=2)=[CH:33][CH:32]=1)=[O:46])[CH3:28], predict the reactants needed to synthesize it. (6) The reactants are: [CH3:1][NH:2][C:3]([NH:5][C:6]1[CH:14]=[CH:13][C:9]([C:10]([OH:12])=[O:11])=[CH:8][CH:7]=1)=[S:4].C[O:16][C:17](=O)[CH2:18]Br. Given the product [CH3:1][N:2]1[C:17](=[O:16])[CH2:18][S:4][C:3]1=[N:5][C:6]1[CH:14]=[CH:13][C:9]([C:10]([OH:12])=[O:11])=[CH:8][CH:7]=1, predict the reactants needed to synthesize it. (7) Given the product [C:11]([O:10][C:9]([N:8]([CH3:7])[C:16]1[CH:17]=[CH:18][C:19]([C:32]2[CH:44]=[CH:43][C:35]([C:36]([O:38][C:39]([CH3:41])([CH3:40])[CH3:42])=[O:37])=[C:34]([NH:45][C:46]([C:48]3[CH:49]=[N:50][CH:51]=[C:52]([C:54]4[CH:59]=[CH:58][CH:57]=[CH:56][CH:55]=4)[CH:53]=3)=[O:47])[CH:33]=2)=[CH:20][CH:21]=1)=[O:15])([CH3:12])([CH3:13])[CH3:14], predict the reactants needed to synthesize it. The reactants are: C(=O)([O-])[O-].[Na+].[Na+].[CH3:7][N:8]([C:16]1[CH:21]=[CH:20][C:19](B2OC(C)(C)C(C)(C)O2)=[CH:18][CH:17]=1)[C:9](=[O:15])[O:10][C:11]([CH3:14])([CH3:13])[CH3:12].Br[C:32]1[CH:44]=[CH:43][C:35]([C:36]([O:38][C:39]([CH3:42])([CH3:41])[CH3:40])=[O:37])=[C:34]([NH:45][C:46]([C:48]2[CH:49]=[N:50][CH:51]=[C:52]([C:54]3[CH:59]=[CH:58][CH:57]=[CH:56][CH:55]=3)[CH:53]=2)=[O:47])[CH:33]=1.C(O)(=O)CC(CC(O)=O)(C(O)=O)O. (8) Given the product [Cl:8][C:9]1[C:14]([NH:15][C:16]2[C:17]3[C:22](=[CH:21][C:20]([F:24])=[CH:19][C:18]=3[F:25])[N:6]=[CH:5][N:26]=2)=[C:13]2[O:27][CH2:28][O:29][C:12]2=[CH:11][CH:10]=1, predict the reactants needed to synthesize it. The reactants are: C(O)(=O)C.[CH:5](N)=[NH:6].[Cl:8][C:9]1[C:14]([NH:15][C:16](=[NH:26])[C:17]2[C:22](F)=[CH:21][C:20]([F:24])=[CH:19][C:18]=2[F:25])=[C:13]2[O:27][CH2:28][O:29][C:12]2=[CH:11][CH:10]=1.C(N(CC)CC)C. (9) Given the product [Cl:1][C:2]1[CH:6]=[C:5]([C:7]2[CH:12]=[CH:11][C:10]([OH:13])=[CH:9][CH:8]=2)[N:4]([C:17]2[CH:22]=[CH:21][C:20]([O:23][CH3:24])=[CH:19][CH:18]=2)[N:3]=1, predict the reactants needed to synthesize it. The reactants are: [Cl:1][C:2]1[CH:6]=[C:5]([C:7]2[CH:12]=[CH:11][C:10]([O:13]COC)=[CH:9][CH:8]=2)[N:4]([C:17]2[CH:22]=[CH:21][C:20]([O:23][CH3:24])=[CH:19][CH:18]=2)[N:3]=1.Cl. (10) Given the product [CH2:6]([C@H:5]([NH:13][C:14](=[O:20])[O:15][C:16]([CH3:17])([CH3:18])[CH3:19])[CH2:4][C@H:3]([OH:21])[C@@H:2]([NH:1][C:41](=[O:42])[C@@H:40]([NH:39][C:37]([O:36][CH3:35])=[O:38])[C:44]([CH3:47])([CH3:46])[CH3:45])[CH2:22][C:23]1[CH:28]=[CH:27][C:26]([C:29]2[CH:34]=[CH:33][CH:32]=[CH:31][N:30]=2)=[CH:25][CH:24]=1)[C:7]1[CH:8]=[CH:9][CH:10]=[CH:11][CH:12]=1, predict the reactants needed to synthesize it. The reactants are: [NH2:1][C@@H:2]([CH2:22][C:23]1[CH:28]=[CH:27][C:26]([C:29]2[CH:34]=[CH:33][CH:32]=[CH:31][N:30]=2)=[CH:25][CH:24]=1)[C@@H:3]([OH:21])[CH2:4][C@@H:5]([NH:13][C:14](=[O:20])[O:15][C:16]([CH3:19])([CH3:18])[CH3:17])[CH2:6][C:7]1[CH:12]=[CH:11][CH:10]=[CH:9][CH:8]=1.[CH3:35][O:36][C:37]([NH:39][C@@H:40]([C:44]([CH3:47])([CH3:46])[CH3:45])[C:41](O)=[O:42])=[O:38].CCOP(ON1N=NC2C=CC=CC=2C1=O)(OCC)=O.C(N(CC)C(C)C)(C)C.